From a dataset of Full USPTO retrosynthesis dataset with 1.9M reactions from patents (1976-2016). Predict the reactants needed to synthesize the given product. (1) Given the product [F:15][C:2]1([F:1])[C:11]2[C:6](=[CH:7][CH:8]=[C:9]([B:21]([OH:24])[OH:22])[C:10]=2[F:12])[CH:5]=[CH:4][C:3]1([F:13])[F:14], predict the reactants needed to synthesize it. The reactants are: [F:1][C:2]1([F:15])[C:11]2[C:6](=[CH:7][CH:8]=[CH:9][C:10]=2[F:12])[CH:5]=[CH:4][C:3]1([F:14])[F:13].C([Li])(CC)C.[B:21](OC)([O:24]C)[O:22]C.Cl. (2) Given the product [CH3:14][N:15]([CH3:33])[C:16]1[CH:17]=[CH:18][C:19]([CH2:22][N:23]([C:24]2[CH:29]=[CH:28][C:27]([CH:30]([CH3:31])[CH3:32])=[CH:26][CH:25]=2)[C:11]([CH:4]2[C:5]3[C:10](=[CH:9][CH:8]=[CH:7][CH:6]=3)[S:1][CH2:2][CH2:3]2)=[O:13])=[CH:20][CH:21]=1, predict the reactants needed to synthesize it. The reactants are: [S:1]1[C:10]2[C:5](=[CH:6][CH:7]=[CH:8][CH:9]=2)[CH:4]([C:11]([OH:13])=O)[CH2:3][CH2:2]1.[CH3:14][N:15]([CH3:33])[C:16]1[CH:21]=[CH:20][C:19]([CH2:22][NH:23][C:24]2[CH:29]=[CH:28][C:27]([CH:30]([CH3:32])[CH3:31])=[CH:26][CH:25]=2)=[CH:18][CH:17]=1. (3) Given the product [O:27]([C:25]([NH:1][C:2]1[N:7]=[C:6]([NH:8][CH2:9][CH2:10][CH3:11])[C:5]([C:12]([O:14][CH2:15][CH3:16])=[O:13])=[CH:4][N:3]=1)=[O:26])[C:28]1[CH:33]=[CH:32][CH:31]=[CH:30][CH:29]=1, predict the reactants needed to synthesize it. The reactants are: [NH2:1][C:2]1[N:7]=[C:6]([NH:8][CH2:9][CH2:10][CH3:11])[C:5]([C:12]([O:14][CH2:15][CH3:16])=[O:13])=[CH:4][N:3]=1.N1C=CC=CC=1.O.Cl[C:25]([O:27][C:28]1[CH:33]=[CH:32][CH:31]=[CH:30][CH:29]=1)=[O:26]. (4) Given the product [CH2:20]([C@H:27]1[CH2:31][O:30][C:29](=[O:32])[N:28]1[C:1](=[O:5])[CH:2]=[CH2:3])[C:21]1[CH:22]=[CH:23][CH:24]=[CH:25][CH:26]=1, predict the reactants needed to synthesize it. The reactants are: [C:1]([OH:5])(=O)[CH:2]=[CH2:3].CN1CCOCC1.C(Cl)(=O)C(C)(C)C.[CH2:20]([C@H:27]1[CH2:31][O:30][C:29](=[O:32])[NH:28]1)[C:21]1[CH:26]=[CH:25][CH:24]=[CH:23][CH:22]=1.[Li]CCCC. (5) Given the product [N:2]1[C:3]2[C:4](=[CH:18][CH:14]=[CH:15][CH:16]=2)[CH:5]=[CH:6][CH:1]=1, predict the reactants needed to synthesize it. The reactants are: [CH3:1][N:2]1[CH2:6][CH2:5][CH2:4][C:3]1=O.C([Mg]Br)(C)C.O.[CH2:14]1[CH2:18]O[CH2:16][CH2:15]1. (6) Given the product [CH3:1][O:2][C:3](=[O:12])[C:4]1[C:9]([CH2:10][Br:20])=[CH:8][CH:7]=[CH:6][C:5]=1[Br:11], predict the reactants needed to synthesize it. The reactants are: [CH3:1][O:2][C:3](=[O:12])[C:4]1[C:9]([CH3:10])=[CH:8][CH:7]=[CH:6][C:5]=1[Br:11].C1C(=O)N([Br:20])C(=O)C1.CC(N=NC(C#N)(C)C)(C#N)C. (7) Given the product [I:1][C:14]1[CH:15]=[C:16]([C:20]#[N:21])[C:17]([OH:19])=[N:18][C:13]=1[C:9]([CH3:12])([CH3:10])[CH3:11], predict the reactants needed to synthesize it. The reactants are: [I:1]N1C(=O)CCC1=O.[C:9]([C:13]1[N:18]=[C:17]([OH:19])[C:16]([C:20]#[N:21])=[CH:15][CH:14]=1)([CH3:12])([CH3:11])[CH3:10]. (8) Given the product [F:1][C:2]1[CH:10]=[CH:9][CH:8]=[CH:7][C:3]=1[C:4]([N:12]1[CH2:17][CH2:16][C:15](=[O:18])[CH2:14][CH2:13]1)=[O:5], predict the reactants needed to synthesize it. The reactants are: [F:1][C:2]1[CH:10]=[CH:9][CH:8]=[CH:7][C:3]=1[C:4](Cl)=[O:5].Cl.[NH:12]1[CH2:17][CH2:16][C:15](=[O:18])[CH2:14][CH2:13]1.CCN(C(C)C)C(C)C.